The task is: Predict the product of the given reaction.. This data is from Forward reaction prediction with 1.9M reactions from USPTO patents (1976-2016). (1) Given the reactants C1(S([N:10]2[C:14]3=[N:15][CH:16]=[C:17]([C:19]([C:21]4[CH:26]=[CH:25][C:24]([N:27]([CH3:29])[CH3:28])=[CH:23][CH:22]=4)=[O:20])[CH:18]=[C:13]3[C:12]([C:30]3[CH:31]=[N:32][N:33]([CH3:35])[CH:34]=3)=[CH:11]2)(=O)=O)C=CC=CC=1.[OH-].[Na+], predict the reaction product. The product is: [CH3:28][N:27]([CH3:29])[C:24]1[CH:23]=[CH:22][C:21]([C:19]([C:17]2[CH:18]=[C:13]3[C:12]([C:30]4[CH:31]=[N:32][N:33]([CH3:35])[CH:34]=4)=[CH:11][NH:10][C:14]3=[N:15][CH:16]=2)=[O:20])=[CH:26][CH:25]=1. (2) The product is: [ClH:37].[C:1]([NH:6][C:7]1[S:8][C:9]2[CH:15]=[C:14]([O:16][S:17]([C:20]3[CH:25]=[CH:24][C:23]([NH:33][CH2:32][CH2:31][N:30]([CH:34]([CH3:36])[CH3:35])[CH:27]([CH3:29])[CH3:28])=[CH:22][CH:21]=3)(=[O:19])=[O:18])[CH:13]=[CH:12][C:10]=2[N:11]=1)(=[O:5])[CH2:2][CH2:3][CH3:4]. Given the reactants [C:1]([NH:6][C:7]1[S:8][C:9]2[CH:15]=[C:14]([O:16][S:17]([C:20]3[CH:25]=[CH:24][C:23](F)=[CH:22][CH:21]=3)(=[O:19])=[O:18])[CH:13]=[CH:12][C:10]=2[N:11]=1)(=[O:5])[CH2:2][CH2:3][CH3:4].[CH:27]([N:30]([CH:34]([CH3:36])[CH3:35])[CH2:31][CH2:32][NH2:33])([CH3:29])[CH3:28].[ClH:37], predict the reaction product. (3) Given the reactants [Br:1][C:2]1[C:3]([Cl:19])=[C:4]([C:11]2[C:16]([F:17])=[CH:15][CH:14]=[CH:13][C:12]=2[Cl:18])[C:5]([Cl:10])=[N:6][C:7]=1[C:8]#[N:9].Cl.[NH2:21][OH:22].C(=O)(O)[O-].[Na+], predict the reaction product. The product is: [Br:1][C:2]1[C:7]([C:8](=[N:21][OH:22])[NH2:9])=[N:6][C:5]([Cl:10])=[C:4]([C:11]2[C:16]([F:17])=[CH:15][CH:14]=[CH:13][C:12]=2[Cl:18])[C:3]=1[Cl:19]. (4) Given the reactants [NH2:1][CH2:2][C@H:3]1[C@H:9]([C:10]2[CH:15]=[CH:14][C:13]([Cl:16])=[C:12]([F:17])[CH:11]=2)[O:8][CH2:7][CH2:6][N:5]([C:18]([O:20][C:21]([CH3:24])([CH3:23])[CH3:22])=[O:19])[CH2:4]1.[CH2:25]([O:27][CH2:28][C:29](O)=[O:30])[CH3:26].N1(O)C2C=CC=CC=2N=N1.Cl.CN(C)CCCN=C=NCC, predict the reaction product. The product is: [Cl:16][C:13]1[CH:14]=[CH:15][C:10]([C@@H:9]2[O:8][CH2:7][CH2:6][N:5]([C:18]([O:20][C:21]([CH3:24])([CH3:23])[CH3:22])=[O:19])[CH2:4][C@H:3]2[CH2:2][NH:1][C:29](=[O:30])[CH2:28][O:27][CH2:25][CH3:26])=[CH:11][C:12]=1[F:17]. (5) The product is: [Cl:29][C:6]1[CH:5]=[N:4][CH:3]=[C:2]([Cl:1])[C:7]=1[NH+:8]([O-:38])[C:9]([C:11]1[C:19]2[C:18]3[CH:20]=[CH:21][CH:22]=[CH:23][C:17]=3[O:16][C:15]=2[C:14]([O:24][CH2:25][CH:26]2[CH2:27][CH2:28]2)=[CH:13][CH:12]=1)=[O:10]. Given the reactants [Cl:1][C:2]1[CH:3]=[N:4][CH:5]=[C:6]([Cl:29])[C:7]=1[NH:8][C:9]([C:11]1[C:19]2[C:18]3[CH:20]=[CH:21][CH:22]=[CH:23][C:17]=3[O:16][C:15]=2[C:14]([O:24][CH2:25][CH:26]2[CH2:28][CH2:27]2)=[CH:13][CH:12]=1)=[O:10].ClC1C=CC=C(C(OO)=[O:38])C=1, predict the reaction product. (6) Given the reactants [CH2:1]([N:3]([CH2:12][CH3:13])[C:4](=[O:11])[CH:5]=[CH:6][CH2:7][CH:8]([CH3:10])[CH3:9])[CH3:2].[C-:14]#[N:15].[K+].C(O)C.CCCCCC, predict the reaction product. The product is: [C:14]([CH:6]([CH2:7][CH:8]([CH3:9])[CH3:10])[CH2:5][C:4]([N:3]([CH2:1][CH3:2])[CH2:12][CH3:13])=[O:11])#[N:15]. (7) Given the reactants [OH-].[Na+].C[O:4][C:5](=[O:40])[CH:6]([O:14][C:15]1[CH:24]=[CH:23][C:22]2[C:17](=[CH:18][CH:19]=[C:20]([CH2:25][NH:26][C:27]([C:29]3[O:30][C:31]4[CH:38]=[CH:37][CH:36]=[CH:35][C:32]=4[C:33]=3[CH3:34])=[O:28])[CH:21]=2)[C:16]=1[Br:39])[CH2:7][C:8]1[CH:13]=[CH:12][CH:11]=[CH:10][CH:9]=1.O.Cl, predict the reaction product. The product is: [Br:39][C:16]1[C:17]2[C:22](=[CH:21][C:20]([CH2:25][NH:26][C:27]([C:29]3[O:30][C:31]4[CH:38]=[CH:37][CH:36]=[CH:35][C:32]=4[C:33]=3[CH3:34])=[O:28])=[CH:19][CH:18]=2)[CH:23]=[CH:24][C:15]=1[O:14][CH:6]([CH2:7][C:8]1[CH:13]=[CH:12][CH:11]=[CH:10][CH:9]=1)[C:5]([OH:40])=[O:4]. (8) Given the reactants Cl[C:2]1[N:7]=[C:6]([NH:8][C@H:9]([CH2:12][CH3:13])[CH2:10][OH:11])[C:5]([C:14]2[S:15][CH:16]=[CH:17][CH:18]=2)=[CH:4][N:3]=1.[NH2:19][C:20]1[CH:25]=[CH:24][C:23]([S@:26]([CH:34]2[CH2:36][CH2:35]2)(=[N:28][C:29]([O:31][CH2:32][CH3:33])=[O:30])=[O:27])=[CH:22][CH:21]=1, predict the reaction product. The product is: [CH2:32]([O:31][C:29]([N:28]=[S@:26]([C:23]1[CH:22]=[CH:21][C:20]([NH:19][C:2]2[N:7]=[C:6]([NH:8][C@@H:9]([CH2:10][OH:11])[CH2:12][CH3:13])[C:5]([C:14]3[S:15][CH:16]=[CH:17][CH:18]=3)=[CH:4][N:3]=2)=[CH:25][CH:24]=1)([CH:34]1[CH2:35][CH2:36]1)=[O:27])=[O:30])[CH3:33]. (9) Given the reactants O[C:2]1[CH:7]=[C:6]([CH:8]=[N:9][OH:10])[CH:5]=[CH:4][N:3]=1, predict the reaction product. The product is: [N:3]1[CH:4]=[CH:5][C:6]([CH:8]=[N:9][OH:10])=[CH:7][CH:2]=1. (10) Given the reactants CCN(C(C)C)C(C)C.[NH2:10][CH2:11][C@H:12]1[CH2:17][CH2:16][C@H:15]([CH2:18][NH:19][C:20](=[O:26])[O:21][C:22]([CH3:25])([CH3:24])[CH3:23])[CH2:14][CH2:13]1.[Cl:27][C:28]1[CH:29]=[C:30]([CH:34]=[C:35]([O:37][CH3:38])[N:36]=1)[C:31](O)=[O:32].CN(C(ON1N=NC2C=CC=CC1=2)=[N+](C)C)C.[B-](F)(F)(F)F, predict the reaction product. The product is: [Cl:27][C:28]1[CH:29]=[C:30]([CH:34]=[C:35]([O:37][CH3:38])[N:36]=1)[C:31]([NH:10][CH2:11][C@H:12]1[CH2:13][CH2:14][C@H:15]([CH2:18][NH:19][C:20](=[O:26])[O:21][C:22]([CH3:23])([CH3:25])[CH3:24])[CH2:16][CH2:17]1)=[O:32].